Task: Regression. Given a peptide amino acid sequence and an MHC pseudo amino acid sequence, predict their binding affinity value. This is MHC class I binding data.. Dataset: Peptide-MHC class I binding affinity with 185,985 pairs from IEDB/IMGT (1) The peptide sequence is KLYVNGKAY. The MHC is HLA-B15:01 with pseudo-sequence HLA-B15:01. The binding affinity (normalized) is 0.473. (2) The peptide sequence is FILTAILFF. The MHC is HLA-B15:01 with pseudo-sequence HLA-B15:01. The binding affinity (normalized) is 0.519. (3) The peptide sequence is GSKASCVLK. The MHC is HLA-A30:01 with pseudo-sequence YSAMYQENVAQTDVDTLYIIYEHYTWAWLAYTWY. The binding affinity (normalized) is 0.484. (4) The peptide sequence is GYTMHANYI. The MHC is HLA-A30:02 with pseudo-sequence HLA-A30:02. The binding affinity (normalized) is 0. (5) The MHC is HLA-A31:01 with pseudo-sequence HLA-A31:01. The binding affinity (normalized) is 0.542. The peptide sequence is YNLTMKCRR. (6) The peptide sequence is SGVETPGGYCL. The MHC is H-2-Db with pseudo-sequence H-2-Db. The binding affinity (normalized) is 0.0378.